This data is from Reaction yield outcomes from USPTO patents with 853,638 reactions. The task is: Predict the reaction yield, written as a fraction of the theoretical maximum amount of product (1.0 means a 100% yield; for example, 0.34 means a 34% yield). (1) The reactants are [CH:1]1[C:13]2[N:12]([C:14]3[CH:15]=[C:16]([NH:20][C:21]4[CH:26]=[CH:25][CH:24]=[C:23]([N:27]5[C:39]6[CH:38]=[CH:37][CH:36]=[CH:35][C:34]=6[C:33]6[C:28]5=[CH:29][CH:30]=[CH:31][CH:32]=6)[CH:22]=4)[CH:17]=[CH:18][CH:19]=3)[C:11]3[C:6](=[CH:7][CH:8]=[CH:9][CH:10]=3)[C:5]=2[CH:4]=[CH:3][CH:2]=1.I[C:41]1[CH:42]=[C:43]([N:47]2[C:59]3[CH:58]=[CH:57][CH:56]=[CH:55][C:54]=3[C:53]3[C:48]2=[CH:49][CH:50]=[CH:51][CH:52]=3)[CH:44]=[CH:45][CH:46]=1.CC(C)([O-])C.[Na+].C(P)(C)(C)C. The catalyst is C([O-])(=O)C.[Pd+2].C([O-])(=O)C.C1(C)C=CC=CC=1. The product is [CH:10]1[C:11]2[N:12]([C:14]3[CH:15]=[C:16]([N:20]([C:45]4[CH:46]=[CH:41][CH:42]=[C:43]([N:47]5[C:48]6[CH:49]=[CH:50][CH:51]=[CH:52][C:53]=6[C:54]6[C:59]5=[CH:58][CH:57]=[CH:56][CH:55]=6)[CH:44]=4)[C:21]4[CH:26]=[CH:25][CH:24]=[C:23]([N:27]5[C:39]6[CH:38]=[CH:37][CH:36]=[CH:35][C:34]=6[C:33]6[C:28]5=[CH:29][CH:30]=[CH:31][CH:32]=6)[CH:22]=4)[CH:17]=[CH:18][CH:19]=3)[C:13]3[C:5](=[CH:4][CH:3]=[CH:2][CH:1]=3)[C:6]=2[CH:7]=[CH:8][CH:9]=1. The yield is 0.560. (2) The reactants are OC1C=CC(S[C:9]2[CH:14]=[CH:13][C:12]([N+:15]([O-:17])=[O:16])=[C:11]([NH2:18])[CH:10]=2)=CC=1.[H-].[Na+].[CH3:21][O:22][C:23]1[CH:24]=[C:25]([SH:31])[C:26]([O:29][CH3:30])=[CH:27][CH:28]=1. No catalyst specified. The product is [CH3:21][O:22][C:23]1[CH:24]=[C:25]([S:31][C:9]2[CH:14]=[CH:13][C:12]([N+:15]([O-:17])=[O:16])=[C:11]([NH2:18])[CH:10]=2)[C:26]([O:29][CH3:30])=[CH:27][CH:28]=1. The yield is 0.910. (3) The reactants are I[C:2]1[CH:11]=[CH:10][CH:9]=[C:4]([C:5]([O:7][CH3:8])=[O:6])[C:3]=1[C:12]([O:14][CH3:15])=[O:13].[C:16]1(B(O)O)[CH:21]=[CH:20][CH:19]=[CH:18][CH:17]=1.C([O-])([O-])=O.[K+].[K+].C(Cl)Cl. The catalyst is O1CCOCC1.O.C1C=CC(P(C2C=CC=CC=2)[C-]2C=CC=C2)=CC=1.C1C=CC(P(C2C=CC=CC=2)[C-]2C=CC=C2)=CC=1.Cl[Pd]Cl.[Fe+2]. The product is [C:2]1([C:16]2[CH:21]=[CH:20][CH:19]=[CH:18][CH:17]=2)[CH:11]=[CH:10][CH:9]=[C:4]([C:5]([O:7][CH3:8])=[O:6])[C:3]=1[C:12]([O:14][CH3:15])=[O:13]. The yield is 0.770. (4) The reactants are [CH2:1]([O:8][C:9]1[C:14]2[CH2:15][C:16]([CH3:19])([CH3:18])[O:17][C:13]=2[CH:12]=[C:11]([C:20](O)=[O:21])[CH:10]=1)[C:2]1[CH:7]=[CH:6][CH:5]=[CH:4][CH:3]=1.S(Cl)(Cl)=O.[NH2:27][C:28]1[CH:32]=[CH:31][N:30]([CH3:33])[N:29]=1.C(N(CC)CC)C. The catalyst is C(Cl)Cl.CN(C=O)C. The product is [CH3:33][N:30]1[CH:31]=[CH:32][C:28]([NH:27][C:20]([C:11]2[CH:10]=[C:9]([O:8][CH2:1][C:2]3[CH:7]=[CH:6][CH:5]=[CH:4][CH:3]=3)[C:14]3[CH2:15][C:16]([CH3:19])([CH3:18])[O:17][C:13]=3[CH:12]=2)=[O:21])=[N:29]1. The yield is 0.600. (5) The reactants are O=C1C2C(=CC=CC=2)C(=O)[N:3]1[O:12][CH2:13][C:14]1[N:15]=[CH:16][N:17]([C:19]([O:21][C:22]([CH3:25])([CH3:24])[CH3:23])=[O:20])[CH:18]=1.C(Cl)Cl.O.NN. The catalyst is C(O)C. The product is [NH2:3][O:12][CH2:13][C:14]1[N:15]=[CH:16][N:17]([C:19]([O:21][C:22]([CH3:25])([CH3:24])[CH3:23])=[O:20])[CH:18]=1. The yield is 0.510. (6) The product is [C:1]([O:5][C:6]([N:8]1[CH2:13][CH2:12][CH:11]([C:14]2[CH:19]=[CH:18][C:17]([NH2:20])=[C:16]([Br:21])[CH:15]=2)[CH2:10][CH2:9]1)=[O:7])([CH3:4])([CH3:2])[CH3:3]. The yield is 1.00. The reactants are [C:1]([O:5][C:6]([N:8]1[CH2:13][CH2:12][CH:11]([C:14]2[CH:19]=[CH:18][C:17]([NH2:20])=[CH:16][CH:15]=2)[CH2:10][CH2:9]1)=[O:7])([CH3:4])([CH3:3])[CH3:2].[Br:21]N1C(=O)CCC1=O. The catalyst is C(Cl)Cl.CCOC(C)=O. (7) The reactants are [F:1][C:2]1[CH:26]=[CH:25][C:24]([OH:27])=[CH:23][C:3]=1[CH2:4][O:5][C:6]([N:8]1[CH2:13][CH2:12][N:11]([C:14]([O:16][C:17]([CH3:20])([CH3:19])[CH3:18])=[O:15])[CH2:10][C@H:9]1[CH2:21][CH3:22])=[O:7].[CH3:28][O:29][CH2:30][CH2:31][CH2:32]OS(C1C=CC(C)=CC=1)(=O)=O. No catalyst specified. The product is [F:1][C:2]1[CH:26]=[CH:25][C:24]([O:27][CH2:32][CH2:31][CH2:30][O:29][CH3:28])=[CH:23][C:3]=1[CH2:4][O:5][C:6]([N:8]1[CH2:13][CH2:12][N:11]([C:14]([O:16][C:17]([CH3:20])([CH3:19])[CH3:18])=[O:15])[CH2:10][C@H:9]1[CH2:21][CH3:22])=[O:7].[F:1][C:2]1[CH:26]=[CH:25][C:24]([O:27][CH2:32][CH2:31][CH2:30][O:29][CH3:28])=[CH:23][C:3]=1[CH2:4][O:5][C:6]([N:8]1[CH2:13][CH2:12][NH:11][CH2:10][C@H:9]1[CH2:21][CH3:22])=[O:7]. The yield is 0.940. (8) The reactants are [C:1]([C:3]1[CH:4]=[C:5]([CH:8]=[CH:9][CH:10]=1)[CH2:6]Br)#[N:2].[P:11]([O:18]CC)([O:15][CH2:16][CH3:17])[O:12][CH2:13][CH3:14]. The catalyst is C1(C)C=CC=CC=1. The product is [C:1]([C:3]1[CH:4]=[C:5]([CH:8]=[CH:9][CH:10]=1)[CH2:6][P:11](=[O:18])([O:15][CH2:16][CH3:17])[O:12][CH2:13][CH3:14])#[N:2]. The yield is 0.710. (9) The reactants are [Cl:1][C:2]1[CH:7]=[CH:6][C:5]([NH:8][C:9]2[N:14]=[C:13](Cl)[N:12]=[C:11]([Cl:16])[N:10]=2)=[CH:4][CH:3]=1.C(=O)([O-])[O-].[K+].[K+].[NH2:23][C:24]1[CH:29]=[CH:28][CH:27]=[CH:26][CH:25]=1.C(OCC)(=O)C. The catalyst is C1(C)C=CC=CC=1.C1OCCOCCOCCOCCOCCOC1. The product is [Cl:16][C:11]1[N:10]=[C:9]([NH:8][C:5]2[CH:4]=[CH:3][C:2]([Cl:1])=[CH:7][CH:6]=2)[N:14]=[C:13]([NH:23][C:24]2[CH:29]=[CH:28][CH:27]=[CH:26][CH:25]=2)[N:12]=1. The yield is 0.460.